From a dataset of Catalyst prediction with 721,799 reactions and 888 catalyst types from USPTO. Predict which catalyst facilitates the given reaction. Reactant: [CH3:1][C:2]1[CH:11]=[CH:10][C:5]([C:6]([O:8]C)=O)=[CH:4][C:3]=1[N:12]1[CH:17]=[CH:16][N:15]=[C:14](OC2C=CC=CC=2)[C:13]1=[O:25].[CH3:26][S:27][C:28]1[CH:33]=[CH:32][CH:31]=[CH:30][C:29]=1[CH2:34][NH2:35].[CH:36]1([NH2:39])[CH2:38][CH2:37]1.C1([Mg]Br)CCCC1. Product: [CH:36]1([NH:39][C:6](=[O:8])[C:5]2[CH:10]=[CH:11][C:2]([CH3:1])=[C:3]([N:12]3[CH:17]=[CH:16][N:15]=[C:14]([NH:35][CH2:34][C:29]4[CH:30]=[CH:31][CH:32]=[CH:33][C:28]=4[S:27][CH3:26])[C:13]3=[O:25])[CH:4]=2)[CH2:38][CH2:37]1. The catalyst class is: 7.